Dataset: Forward reaction prediction with 1.9M reactions from USPTO patents (1976-2016). Task: Predict the product of the given reaction. (1) Given the reactants [Cl:1][C:2]1[CH:7]2[N:8]=[CH:9][N:10]([CH3:11])[CH:6]2[N:5]=[C:4]2[N:12]([S:24]([CH:27]3[CH2:29][CH2:28]3)(=[O:26])=[O:25])C(=O)[N:14]([C:15]3[CH:20]=[CH:19][C:18]([I:21])=[CH:17][C:16]=3[F:22])[C:3]=12.C[Si](C)(C)[O-].[K+], predict the reaction product. The product is: [Cl:1][C:2]1[CH:7]2[N:8]=[CH:9][N:10]([CH3:11])[CH:6]2[N:5]=[C:4]([NH:12][S:24]([CH:27]2[CH2:29][CH2:28]2)(=[O:26])=[O:25])[C:3]=1[NH:14][C:15]1[CH:20]=[CH:19][C:18]([I:21])=[CH:17][C:16]=1[F:22]. (2) Given the reactants [Cl:1][C:2]1[S:3][C:4]([C:7](=[O:9])[CH3:8])=[CH:5][CH:6]=1.[N+:10]([O-])([OH:12])=[O:11], predict the reaction product. The product is: [Cl:1][C:2]1[S:3][C:4]([C:7](=[O:9])[CH3:8])=[CH:5][C:6]=1[N+:10]([O-:12])=[O:11].